This data is from Full USPTO retrosynthesis dataset with 1.9M reactions from patents (1976-2016). The task is: Predict the reactants needed to synthesize the given product. (1) Given the product [N+:15]([C:18]1[CH:19]=[C:20]([O:24][C:9](=[O:10])[CH:8]=[CH:7][C:6]2[CH:12]=[CH:13][CH:14]=[C:4]([N+:1]([O-:3])=[O:2])[CH:5]=2)[CH:21]=[CH:22][CH:23]=1)([O-:17])=[O:16], predict the reactants needed to synthesize it. The reactants are: [N+:1]([C:4]1[CH:5]=[C:6]([CH:12]=[CH:13][CH:14]=1)[CH:7]=[CH:8][C:9](Cl)=[O:10])([O-:3])=[O:2].[N+:15]([C:18]1[CH:19]=[C:20]([OH:24])[CH:21]=[CH:22][CH:23]=1)([O-:17])=[O:16].N1C=CC=CC=1. (2) Given the product [C:1]([O:4][CH2:5][CH2:6][O:7][C:8]1[C:12]([I:13])=[C:11]([N:14]([S:15]([C:18]2[CH:19]=[CH:20][C:21]([C:24]([CH3:27])([CH3:26])[CH3:25])=[CH:22][CH:23]=2)(=[O:17])=[O:16])[C:1]([O:4][CH2:5][CH:32]([CH3:31])[CH3:33])=[O:3])[O:10][N:9]=1)(=[O:3])[CH3:2], predict the reactants needed to synthesize it. The reactants are: [C:1]([O:4][CH2:5][CH2:6][O:7][C:8]1[C:12]([I:13])=[C:11]([NH:14][S:15]([C:18]2[CH:23]=[CH:22][C:21]([C:24]([CH3:27])([CH3:26])[CH3:25])=[CH:20][CH:19]=2)(=[O:17])=[O:16])[O:10][N:9]=1)(=[O:3])[CH3:2].N1[CH:33]=[CH:32][CH:31]=CC=1.